This data is from Peptide-MHC class I binding affinity with 185,985 pairs from IEDB/IMGT. The task is: Regression. Given a peptide amino acid sequence and an MHC pseudo amino acid sequence, predict their binding affinity value. This is MHC class I binding data. (1) The peptide sequence is ISGKSTDMW. The MHC is HLA-B58:01 with pseudo-sequence HLA-B58:01. The binding affinity (normalized) is 0.583. (2) The peptide sequence is APRTLVLLL. The MHC is HLA-B58:01 with pseudo-sequence HLA-B58:01. The binding affinity (normalized) is 0.0847. (3) The peptide sequence is YLPEVISTI. The MHC is HLA-A03:01 with pseudo-sequence HLA-A03:01. The binding affinity (normalized) is 0. (4) The peptide sequence is YADHGANQL. The MHC is HLA-A30:01 with pseudo-sequence HLA-A30:01. The binding affinity (normalized) is 0.0847. (5) The peptide sequence is TEAEKQLQQ. The MHC is HLA-A02:01 with pseudo-sequence HLA-A02:01. The binding affinity (normalized) is 0. (6) The peptide sequence is KYLEGHGFR. The MHC is HLA-A03:01 with pseudo-sequence HLA-A03:01. The binding affinity (normalized) is 0. (7) The peptide sequence is IVYGRSNAIL. The MHC is HLA-A02:03 with pseudo-sequence HLA-A02:03. The binding affinity (normalized) is 0.676. (8) The MHC is Mamu-B3901 with pseudo-sequence Mamu-B3901. The binding affinity (normalized) is 0.192. The peptide sequence is WGEVLAWKF.